From a dataset of Full USPTO retrosynthesis dataset with 1.9M reactions from patents (1976-2016). Predict the reactants needed to synthesize the given product. Given the product [Cl:1][C:2]1[CH:8]=[CH:7][C:5]([NH:6][C:24]([C:22]2[CH:21]=[CH:20][C:19]3[S:15][N:16]=[N:17][C:18]=3[CH:23]=2)=[O:25])=[CH:4][C:3]=1[C:9]1[CH:14]=[CH:13][CH:12]=[CH:11][N:10]=1, predict the reactants needed to synthesize it. The reactants are: [Cl:1][C:2]1[CH:8]=[CH:7][C:5]([NH2:6])=[CH:4][C:3]=1[C:9]1[CH:14]=[CH:13][CH:12]=[CH:11][N:10]=1.[S:15]1[C:19]2[CH:20]=[CH:21][C:22]([C:24](O)=[O:25])=[CH:23][C:18]=2[N:17]=[N:16]1.